Dataset: Full USPTO retrosynthesis dataset with 1.9M reactions from patents (1976-2016). Task: Predict the reactants needed to synthesize the given product. Given the product [CH:1]1([N:5]2[CH2:11][CH2:10][C:9]3[CH:12]=[CH:13][C:14]([CH:16]4[CH2:21][CH2:20][N:19]([C:23]5[CH:28]=[CH:27][C:26]([I:29])=[CH:25][N:24]=5)[CH2:18][CH2:17]4)=[CH:15][C:8]=3[CH2:7][CH2:6]2)[CH2:4][CH2:3][CH2:2]1, predict the reactants needed to synthesize it. The reactants are: [CH:1]1([N:5]2[CH2:11][CH2:10][C:9]3[CH:12]=[CH:13][C:14]([CH:16]4[CH2:21][CH2:20][NH:19][CH2:18][CH2:17]4)=[CH:15][C:8]=3[CH2:7][CH2:6]2)[CH2:4][CH2:3][CH2:2]1.Cl[C:23]1[CH:28]=[CH:27][C:26]([I:29])=[CH:25][N:24]=1.C(=O)([O-])[O-].[K+].[K+].